From a dataset of NCI-60 drug combinations with 297,098 pairs across 59 cell lines. Regression. Given two drug SMILES strings and cell line genomic features, predict the synergy score measuring deviation from expected non-interaction effect. Drug 1: CC1=C2C(C(=O)C3(C(CC4C(C3C(C(C2(C)C)(CC1OC(=O)C(C(C5=CC=CC=C5)NC(=O)OC(C)(C)C)O)O)OC(=O)C6=CC=CC=C6)(CO4)OC(=O)C)OC)C)OC. Drug 2: CCC(=C(C1=CC=CC=C1)C2=CC=C(C=C2)OCCN(C)C)C3=CC=CC=C3.C(C(=O)O)C(CC(=O)O)(C(=O)O)O. Cell line: SF-539. Synergy scores: CSS=63.9, Synergy_ZIP=16.3, Synergy_Bliss=17.7, Synergy_Loewe=-24.9, Synergy_HSA=17.9.